The task is: Predict the reactants needed to synthesize the given product.. This data is from Full USPTO retrosynthesis dataset with 1.9M reactions from patents (1976-2016). (1) Given the product [C:22]1([C:26]2[CH:27]=[CH:28][CH:29]=[CH:30][CH:31]=2)[CH:23]=[CH:24][CH:25]=[C:20]([CH2:19][N:16]2[CH:11]([C:4]3[C:5]([O:9][CH3:10])=[CH:6][CH:7]=[CH:8][C:3]=3[O:2][CH3:1])[CH2:12][CH2:13][CH2:14][C:15]2=[O:17])[CH:21]=1, predict the reactants needed to synthesize it. The reactants are: [CH3:1][O:2][C:3]1[CH:8]=[CH:7][CH:6]=[C:5]([O:9][CH3:10])[C:4]=1[CH:11]1[NH:16][C:15](=[O:17])[CH2:14][CH2:13][CH2:12]1.Br[CH2:19][C:20]1[CH:21]=[C:22]([C:26]2[CH:31]=[CH:30][CH:29]=[CH:28][CH:27]=2)[CH:23]=[CH:24][CH:25]=1. (2) Given the product [F:1][C:2]1[CH:3]=[CH:4][C:5]([N:8]2[CH:12]=[C:11]([NH2:13])[CH:10]=[N:9]2)=[CH:6][CH:7]=1, predict the reactants needed to synthesize it. The reactants are: [F:1][C:2]1[CH:7]=[CH:6][C:5]([N:8]2[CH:12]=[C:11]([N+:13]([O-])=O)[CH:10]=[N:9]2)=[CH:4][CH:3]=1.